From a dataset of Forward reaction prediction with 1.9M reactions from USPTO patents (1976-2016). Predict the product of the given reaction. (1) Given the reactants [NH2:1][C@@H:2]([CH2:33][C:34]1[CH:39]=[CH:38][CH:37]=[CH:36][CH:35]=1)[C@@H:3]([OH:32])[CH2:4][C@H:5]([NH:19][C:20]([C@@H:22]([NH:27][C:28](=[O:31])[O:29][CH3:30])[C:23]([CH3:26])([CH3:25])[CH3:24])=[O:21])[CH2:6][C:7]1[CH:12]=[CH:11][C:10]([C:13]2[CH:18]=[CH:17][CH:16]=[CH:15][N:14]=2)=[CH:9][CH:8]=1.[CH3:40][O:41][C:42]1[CH:62]=[CH:61][CH:60]=[CH:59][C:43]=1[CH2:44][N:45]1[CH2:49][CH2:48][N:47]([C@@H:50]([C:54]([CH3:57])([CH3:56])[CH3:55])[C:51](O)=[O:52])[C:46]1=[O:58].CCOP(ON1N=NC2C=CC=CC=2C1=O)(OCC)=O.C(N(CC)C(C)C)(C)C, predict the reaction product. The product is: [OH:32][C@H:3]([C@@H:2]([NH:1][C:51](=[O:52])[C@@H:50]([N:47]1[CH2:48][CH2:49][N:45]([CH2:44][C:43]2[CH:59]=[CH:60][CH:61]=[CH:62][C:42]=2[O:41][CH3:40])[C:46]1=[O:58])[C:54]([CH3:57])([CH3:56])[CH3:55])[CH2:33][C:34]1[CH:35]=[CH:36][CH:37]=[CH:38][CH:39]=1)[CH2:4][C@H:5]([NH:19][C:20]([C@@H:22]([NH:27][C:28](=[O:31])[O:29][CH3:30])[C:23]([CH3:26])([CH3:25])[CH3:24])=[O:21])[CH2:6][C:7]1[CH:12]=[CH:11][C:10]([C:13]2[CH:18]=[CH:17][CH:16]=[CH:15][N:14]=2)=[CH:9][CH:8]=1. (2) Given the reactants C([O:4][C@H:5]1[C@H:10]([O:11][C:12](=[O:19])[C:13]2[CH:18]=[CH:17][CH:16]=[CH:15][CH:14]=2)[C@@H:9]([CH2:20][O:21][C:22](=[O:29])[C:23]2[CH:28]=[CH:27][CH:26]=[CH:25][CH:24]=2)[O:8][C@H:7]([O:30][C@H:31]2[C@@H:44]([O:45][CH2:46][C:47]3[CH:52]=[CH:51][CH:50]=[CH:49][CH:48]=3)[C@H:43]([O:53][CH2:54][C:55]3[CH:60]=[CH:59][CH:58]=[CH:57][CH:56]=3)[C@@H:42]([CH2:61][O:62][CH2:63][C:64]3[CH:69]=[CH:68][CH:67]=[CH:66][CH:65]=3)[O:41][C@@H:32]2[O:33][CH2:34][C:35]2[CH:40]=[CH:39][CH:38]=[CH:37][CH:36]=2)[C@H:6]1[O:70][C:71](=[O:78])[C:72]1[CH:77]=[CH:76][CH:75]=[CH:74][CH:73]=1)C=C, predict the reaction product. The product is: [C:71]([O:70][C@H:6]1[C@@H:5]([OH:4])[C@H:10]([O:11][C:12](=[O:19])[C:13]2[CH:14]=[CH:15][CH:16]=[CH:17][CH:18]=2)[C@@H:9]([CH2:20][O:21][C:22](=[O:29])[C:23]2[CH:24]=[CH:25][CH:26]=[CH:27][CH:28]=2)[O:8][C@@H:7]1[O:30][C@H:31]1[C@@H:44]([O:45][CH2:46][C:47]2[CH:48]=[CH:49][CH:50]=[CH:51][CH:52]=2)[C@H:43]([O:53][CH2:54][C:55]2[CH:56]=[CH:57][CH:58]=[CH:59][CH:60]=2)[C@@H:42]([CH2:61][O:62][CH2:63][C:64]2[CH:65]=[CH:66][CH:67]=[CH:68][CH:69]=2)[O:41][C@@H:32]1[O:33][CH2:34][C:35]1[CH:40]=[CH:39][CH:38]=[CH:37][CH:36]=1)(=[O:78])[C:72]1[CH:77]=[CH:76][CH:75]=[CH:74][CH:73]=1. (3) Given the reactants [C:1]([O:5][C:6](=[O:33])[N:7]([C@@H:21]([C:23]1[C:32]2[C:27](=[CH:28][CH:29]=[CH:30][CH:31]=2)[CH:26]=[CH:25][CH:24]=1)[CH3:22])[CH2:8][CH:9]1[CH:14]([C:15]2[CH:20]=[CH:19][CH:18]=[CH:17][CH:16]=2)[CH2:13][CH2:12][NH:11][CH2:10]1)([CH3:4])([CH3:3])[CH3:2].[F:34][C:35]1[CH:36]=[C:37]([CH:42]=[C:43]([F:46])[C:44]=1F)[C:38]([O:40][CH3:41])=[O:39].C(=O)([O-])[O-].[K+].[K+].CS(C)=O, predict the reaction product. The product is: [C:1]([O:5][C:6]([N:7]([CH2:8][CH:9]1[CH:14]([C:15]2[CH:16]=[CH:17][CH:18]=[CH:19][CH:20]=2)[CH2:13][CH2:12][N:11]([C:44]2[C:43]([F:46])=[CH:42][C:37]([C:38]([O:40][CH3:41])=[O:39])=[CH:36][C:35]=2[F:34])[CH2:10]1)[C@@H:21]([C:23]1[C:32]2[C:27](=[CH:28][CH:29]=[CH:30][CH:31]=2)[CH:26]=[CH:25][CH:24]=1)[CH3:22])=[O:33])([CH3:2])([CH3:3])[CH3:4]. (4) Given the reactants [OH:1][CH2:2][CH2:3][CH2:4][CH2:5][CH2:6][CH2:7][CH2:8][CH2:9][CH2:10][CH2:11][CH2:12][P:13](=[O:20])([O:17][CH2:18][CH3:19])[O:14][CH2:15][CH3:16].[C:21](Cl)(=[O:30])[CH:22]=[CH:23][C:24]1[CH:29]=[CH:28][CH:27]=[CH:26][CH:25]=1.P(=O)([O-])[O-], predict the reaction product. The product is: [C:21]([O:1][CH2:2][CH2:3][CH2:4][CH2:5][CH2:6][CH2:7][CH2:8][CH2:9][CH2:10][CH2:11][CH2:12][P:13]([O:14][CH2:15][CH3:16])([O:17][CH2:18][CH3:19])=[O:20])(=[O:30])[CH:22]=[CH:23][C:24]1[CH:29]=[CH:28][CH:27]=[CH:26][CH:25]=1. (5) Given the reactants [C:1]([C:9]1[N:14]=[C:13]([NH:15]CC2C=CC(OC)=C(OC)C=2)[N:12]2[N:27]=[C:28]([C:30]3[O:31][CH:32]=[CH:33][CH:34]=3)[N:29]=[C:11]2[CH:10]=1)(=[O:8])[C:2]1[CH:7]=[CH:6][CH:5]=[CH:4][CH:3]=1.O.C(C1C(=O)C(Cl)=C(Cl)C(=O)C=1C#N)#N.C(=O)(O)[O-].[Na+], predict the reaction product. The product is: [NH2:15][C:13]1[N:12]2[N:27]=[C:28]([C:30]3[O:31][CH:32]=[CH:33][CH:34]=3)[N:29]=[C:11]2[CH:10]=[C:9]([C:1](=[O:8])[C:2]2[CH:3]=[CH:4][CH:5]=[CH:6][CH:7]=2)[N:14]=1.